From a dataset of Full USPTO retrosynthesis dataset with 1.9M reactions from patents (1976-2016). Predict the reactants needed to synthesize the given product. (1) The reactants are: [OH:1][CH2:2][CH2:3][CH2:4][CH2:5][CH2:6][CH2:7][NH:8][C:9](=[O:15])[O:10][C:11]([CH3:14])([CH3:13])[CH3:12].[CH3:16][S:17](Cl)(=[O:19])=[O:18]. Given the product [CH3:16][S:17]([O:1][CH2:2][CH2:3][CH2:4][CH2:5][CH2:6][CH2:7][NH:8][C:9]([O:10][C:11]([CH3:12])([CH3:14])[CH3:13])=[O:15])(=[O:19])=[O:18], predict the reactants needed to synthesize it. (2) Given the product [CH3:38][O:37][C:36]1[C:15]2[C:14]([OH:60])=[N:19][C:18]([C:20]3[CH:25]=[CH:24][N:23]=[C:22]([NH:26][C:27]4[CH:28]=[CH:29][CH:30]=[CH:31][CH:32]=4)[CH:21]=3)=[N:17][C:16]=2[CH:33]=[N:34][CH:35]=1, predict the reactants needed to synthesize it. The reactants are: C(OC(N1CCN([C:14]2[C:15]3[C:36]([O:37][CH3:38])=[CH:35][N:34]=[CH:33][C:16]=3[N:17]=[C:18]([C:20]3[CH:25]=[CH:24][N:23]=[C:22]([NH:26][C:27]4[CH:32]=[CH:31][CH:30]=[CH:29][CH:28]=4)[CH:21]=3)[N:19]=2)CC1)=O)(C)(C)C.CC1(C)C2C(=C(P(C3C=CC=CC=3)C3C=CC=CC=3)C=CC=2)[O:60]C2C(P(C3C=CC=CC=3)C3C=CC=CC=3)=CC=CC1=2.C(=O)([O-])[O-].[Cs+].[Cs+].O1CCOCC1. (3) Given the product [Cl:1][C:2]1[CH:3]=[CH:4][CH:5]=[C:6]2[C:11]=1[C:10](=[O:12])[N:9]([CH2:13][C:14]1[CH:19]=[CH:18][C:17]([F:20])=[CH:16][C:15]=1[F:21])[C:8]([C:22]1[CH:23]=[CH:24][C:25]([O:28][C:36]3[N:43]=[CH:42][CH:41]=[CH:40][C:37]=3[C:38]#[N:39])=[CH:26][CH:27]=1)=[CH:7]2, predict the reactants needed to synthesize it. The reactants are: [Cl:1][C:2]1[CH:3]=[CH:4][CH:5]=[C:6]2[C:11]=1[C:10](=[O:12])[N:9]([CH2:13][C:14]1[CH:19]=[CH:18][C:17]([F:20])=[CH:16][C:15]=1[F:21])[C:8]([C:22]1[CH:27]=[CH:26][C:25]([OH:28])=[CH:24][CH:23]=1)=[CH:7]2.C([O-])([O-])=O.[Cs+].[Cs+].Cl[C:36]1[N:43]=[CH:42][CH:41]=[CH:40][C:37]=1[C:38]#[N:39]. (4) Given the product [Br:1][C:2]1[CH:15]=[CH:14][C:13]2[C:4](=[C:5]([C:37]3[C:46]4[C:41](=[CH:42][CH:43]=[CH:44][CH:45]=4)[CH:40]=[CH:39][CH:38]=3)[C:6]3[CH:7]=[C:8]4[C:33]([CH3:35])([CH3:34])[C:32]5[C:27](=[CH:28][CH:29]=[CH:30][CH:31]=5)[C:9]4=[CH:10][C:11]=3[C:12]=2[C:17]2[C:26]3[C:21](=[CH:22][CH:23]=[CH:24][CH:25]=3)[CH:20]=[CH:19][CH:18]=2)[CH:3]=1, predict the reactants needed to synthesize it. The reactants are: [Br:1][C:2]1[CH:15]=[CH:14][C:13]2[C:12]([C:17]3[C:26]4[C:21](=[CH:22][CH:23]=[CH:24][CH:25]=4)[CH:20]=[CH:19][CH:18]=3)(O)[C:11]3[CH:10]=[C:9]4[C:27]5[C:32]([C:33]([CH3:35])([CH3:34])[C:8]4=[CH:7][C:6]=3[C:5]([C:37]3[C:46]4[C:41](=[CH:42][CH:43]=[CH:44][CH:45]=4)[CH:40]=[CH:39][CH:38]=3)(O)[C:4]=2[CH:3]=1)=[CH:31][CH:30]=[CH:29][CH:28]=5.[I-].[K+].[PH2]([O-])=O.[Na+]. (5) Given the product [CH3:1][O:2][C:3](=[O:19])[CH2:4][NH:5][CH2:6][C:7](=[O:18])[C:8]1[CH:13]=[CH:12][CH:11]=[C:10]([NH2:14])[C:9]=1[OH:17], predict the reactants needed to synthesize it. The reactants are: [CH3:1][O:2][C:3](=[O:19])[CH2:4][NH:5][CH2:6][C:7](=[O:18])[C:8]1[CH:13]=[CH:12][CH:11]=[C:10]([N+:14]([O-])=O)[C:9]=1[OH:17].[H][H]. (6) Given the product [C:13]([N:17]1[C:21](=[O:22])[C:20]([NH:12][CH2:11][CH2:10][CH2:9][CH2:8][O:1][C:2]2[CH:7]=[CH:6][CH:5]=[CH:4][CH:3]=2)=[C:19]([C:24]2[CH:29]=[CH:28][CH:27]=[CH:26][CH:25]=2)[S:18]1(=[O:30])=[O:31])([CH3:16])([CH3:14])[CH3:15], predict the reactants needed to synthesize it. The reactants are: [O:1]([CH2:8][CH2:9][CH2:10][CH2:11][NH2:12])[C:2]1[CH:7]=[CH:6][CH:5]=[CH:4][CH:3]=1.[C:13]([N:17]1[C:21](=[O:22])[C:20](Cl)=[C:19]([C:24]2[CH:29]=[CH:28][CH:27]=[CH:26][CH:25]=2)[S:18]1(=[O:31])=[O:30])([CH3:16])([CH3:15])[CH3:14].